From a dataset of Forward reaction prediction with 1.9M reactions from USPTO patents (1976-2016). Predict the product of the given reaction. (1) Given the reactants Cl[C:2](Cl)(Cl)[C:3](=O)[CH:4]=[C:5](OCC)[C:6]1[CH:11]=[CH:10][C:9]([F:12])=[CH:8][CH:7]=1.[CH3:19][NH:20][NH2:21].Cl.[CH3:23][CH2:24][OH:25].C([OH:28])C, predict the reaction product. The product is: [CH2:24]([O:25][C:2]([C:3]1[CH:4]=[C:5]([C:6]2[CH:7]=[CH:8][C:9]([F:12])=[CH:10][CH:11]=2)[N:20]([CH3:19])[N:21]=1)=[O:28])[CH3:23]. (2) Given the reactants [F:1][C:2]1[CH:3]=[C:4]2[C:8](=[CH:9][CH:10]=1)[C:7](=[O:11])[CH2:6][CH2:5]2.[N-:12]=[N+]=[N-].[Na+], predict the reaction product. The product is: [F:1][C:2]1[CH:3]=[C:4]2[C:8](=[CH:9][CH:10]=1)[C:7](=[O:11])[NH:12][CH2:6][CH2:5]2. (3) Given the reactants [CH3:1][O:2][C:3](=[O:24])[CH2:4][C:5]1[CH:10]=[CH:9][CH:8]=[C:7]([O:11][C:12]2[CH:17]=[CH:16][C:15]([C:18]([F:21])([F:20])[F:19])=[CH:14][C:13]=2[CH:22]=O)[CH:6]=1.[CH2:25]([NH2:27])[CH3:26], predict the reaction product. The product is: [CH3:1][O:2][C:3](=[O:24])[CH2:4][C:5]1[CH:10]=[CH:9][CH:8]=[C:7]([O:11][C:12]2[CH:17]=[CH:16][C:15]([C:18]([F:19])([F:20])[F:21])=[CH:14][C:13]=2[CH2:22][NH:27][CH2:25][CH3:26])[CH:6]=1. (4) Given the reactants [Br:1][C:2]1[CH:10]=[CH:9][CH:8]=[C:7]([F:11])[C:3]=1[C:4]([OH:6])=O.CN(C(ON1N=NC2C=CC=CC1=2)=[N+](C)C)C.F[P-](F)(F)(F)(F)F.CCN(C(C)C)C(C)C.[CH3:45][O:46][CH:47]([O:50][CH3:51])[CH2:48][NH2:49], predict the reaction product. The product is: [Br:1][C:2]1[CH:10]=[CH:9][CH:8]=[C:7]([F:11])[C:3]=1[C:4]([NH:49][CH2:48][CH:47]([O:50][CH3:51])[O:46][CH3:45])=[O:6]. (5) Given the reactants [CH3:1][O:2][C:3]1[CH:4]=[CH:5][CH:6]=[C:7]2[C:11]=1[CH:10]([NH:12][C:13]1[CH:22]=[CH:21][C:20]3[C:15](=[CH:16][CH:17]=[C:18]([NH2:23])[CH:19]=3)[N:14]=1)[CH2:9][CH2:8]2.[CH3:24][N:25]([CH3:30])[CH2:26][C:27](O)=[O:28], predict the reaction product. The product is: [CH3:24][N:25]([CH3:30])[CH2:26][C:27]([NH:23][C:18]1[CH:19]=[C:20]2[C:15](=[CH:16][CH:17]=1)[N:14]=[C:13]([NH:12][CH:10]1[C:11]3[C:7](=[CH:6][CH:5]=[CH:4][C:3]=3[O:2][CH3:1])[CH2:8][CH2:9]1)[CH:22]=[CH:21]2)=[O:28]. (6) Given the reactants [NH:1]1[C:9]2[C:4](=[CH:5][CH:6]=[CH:7][CH:8]=2)[C:3]([C:10]([O:12][CH3:13])=[O:11])=[N:2]1.CC(C)([O-])C.[K+].Cl[CH2:21][C:22]1[CH:26]=[C:25]([CH3:27])[O:24][N:23]=1, predict the reaction product. The product is: [CH3:27][C:25]1[O:24][N:23]=[C:22]([CH2:21][N:1]2[C:9]3[C:4](=[CH:5][CH:6]=[CH:7][CH:8]=3)[C:3]([C:10]([O:12][CH3:13])=[O:11])=[N:2]2)[CH:26]=1. (7) Given the reactants [N:1]1[S:2][N:3]=[C:4]2[C:9]([N:10]3[CH2:15][CH2:14][N:13](C(OC=C)=O)[CH2:12][CH2:11]3)=[CH:8][CH:7]=[CH:6][C:5]=12.Cl, predict the reaction product. The product is: [N:1]1[S:2][N:3]=[C:4]2[C:9]([N:10]3[CH2:15][CH2:14][NH:13][CH2:12][CH2:11]3)=[CH:8][CH:7]=[CH:6][C:5]=12.